From a dataset of NCI-60 drug combinations with 297,098 pairs across 59 cell lines. Regression. Given two drug SMILES strings and cell line genomic features, predict the synergy score measuring deviation from expected non-interaction effect. Drug 1: COC1=NC(=NC2=C1N=CN2C3C(C(C(O3)CO)O)O)N. Drug 2: CC1=C(C(=O)C2=C(C1=O)N3CC4C(C3(C2COC(=O)N)OC)N4)N. Cell line: SF-539. Synergy scores: CSS=46.1, Synergy_ZIP=0.246, Synergy_Bliss=-2.80, Synergy_Loewe=-34.6, Synergy_HSA=-1.65.